The task is: Predict which catalyst facilitates the given reaction.. This data is from Catalyst prediction with 721,799 reactions and 888 catalyst types from USPTO. (1) Reactant: [CH2:1]([O:8][C:9]1[CH:14]=[CH:13][C:12]([CH2:15][CH2:16][SH:17])=[CH:11][CH:10]=1)[C:2]1[CH:7]=[CH:6][CH:5]=[CH:4][CH:3]=1.Cl[CH:19]([CH2:24][C:25]1[CH:30]=[CH:29][C:28]([CH2:31][CH2:32][O:33][C:34]2[CH:39]=[CH:38][C:37]([O:40][S:41]([CH3:44])(=[O:43])=[O:42])=[CH:36][CH:35]=2)=[CH:27][CH:26]=1)[C:20]([O:22][CH3:23])=[O:21].C(=O)([O-])[O-].[K+].[K+]. Product: [CH2:1]([O:8][C:9]1[CH:10]=[CH:11][C:12]([CH2:15][CH2:16][S:17][CH:19]([CH2:24][C:25]2[CH:30]=[CH:29][C:28]([CH2:31][CH2:32][O:33][C:34]3[CH:35]=[CH:36][C:37]([O:40][S:41]([CH3:44])(=[O:42])=[O:43])=[CH:38][CH:39]=3)=[CH:27][CH:26]=2)[C:20]([O:22][CH3:23])=[O:21])=[CH:13][CH:14]=1)[C:2]1[CH:3]=[CH:4][CH:5]=[CH:6][CH:7]=1. The catalyst class is: 3. (2) The catalyst class is: 3. Reactant: Cl.[F:2][C:3]([F:7])([CH3:6])[CH2:4][NH2:5].[C:8](N1C=CN=C1)([N:10]1[CH:14]=[CH:13][N:12]=[CH:11]1)=[O:9]. Product: [F:2][C:3]([F:7])([CH3:6])[CH2:4][NH:5][C:8]([N:10]1[CH:14]=[CH:13][N:12]=[CH:11]1)=[O:9]. (3) Reactant: [Cl:1][C:2]1[CH:3]=[CH:4][C:5]2[C:15](=[O:16])[C:10]3=[N:11][CH:12]=[CH:13][CH:14]=[C:9]3[CH2:8][CH2:7][C:6]=2[CH:17]=1.[BH4-].[Na+]. The catalyst class is: 5. Product: [Cl:1][C:2]1[CH:3]=[CH:4][C:5]2[CH:15]([OH:16])[C:10]3=[N:11][CH:12]=[CH:13][CH:14]=[C:9]3[CH2:8][CH2:7][C:6]=2[CH:17]=1. (4) Reactant: Br[C:2]1[N:3]([CH:16]2[CH2:21][CH2:20][CH2:19][CH2:18][O:17]2)[C:4]2[C:9]([N:10]=1)=[C:8]([NH2:11])[N:7]=[C:6]([O:12][CH:13]([CH3:15])[CH3:14])[N:5]=2.[CH3:22][O-:23].[Na+]. Product: [CH3:14][CH:13]([O:12][C:6]1[N:5]=[C:4]2[C:9]([N:10]=[C:2]([O:23][CH3:22])[N:3]2[CH:16]2[CH2:21][CH2:20][CH2:19][CH2:18][O:17]2)=[C:8]([NH2:11])[N:7]=1)[CH3:15]. The catalyst class is: 5. (5) Reactant: [Cl:1][C:2]1[N:7]=[C:6]([CH3:8])[C:5]2[C:9]([I:31])=[N:10][N:11]([C:12]([C:25]3[CH:30]=[CH:29][CH:28]=[CH:27][CH:26]=3)([C:19]3[CH:24]=[CH:23][CH:22]=[CH:21][CH:20]=3)[C:13]3[CH:18]=[CH:17][CH:16]=[CH:15][CH:14]=3)[C:4]=2[CH:3]=1.[Se](=O)=[O:33]. Product: [Cl:1][C:2]1[N:7]=[C:6]([CH:8]=[O:33])[C:5]2[C:9]([I:31])=[N:10][N:11]([C:12]([C:13]3[CH:18]=[CH:17][CH:16]=[CH:15][CH:14]=3)([C:19]3[CH:20]=[CH:21][CH:22]=[CH:23][CH:24]=3)[C:25]3[CH:26]=[CH:27][CH:28]=[CH:29][CH:30]=3)[C:4]=2[CH:3]=1. The catalyst class is: 12.